From a dataset of CYP3A4 inhibition data for predicting drug metabolism from PubChem BioAssay. Regression/Classification. Given a drug SMILES string, predict its absorption, distribution, metabolism, or excretion properties. Task type varies by dataset: regression for continuous measurements (e.g., permeability, clearance, half-life) or binary classification for categorical outcomes (e.g., BBB penetration, CYP inhibition). Dataset: cyp3a4_veith. (1) The compound is O=C(O)[C@H]1C[C@@H]1[C@H](NP(=O)(c1ccccc1)c1ccccc1)c1ccccc1. The result is 0 (non-inhibitor). (2) The molecule is Nc1cc(Cl)nc(N/N=C/c2ccccc2[N+](=O)[O-])n1. The result is 1 (inhibitor). (3) The compound is Cn1c(=O)n2n(c1=O)[C@@H]1[C@H](CC2)C(=O)[C@@H]2O[C@@H]2[C@H]1O. The result is 0 (non-inhibitor). (4) The compound is CCn1c(SC)nnc1C1CCN(S(=O)(=O)c2ccc(OC)cc2)CC1. The result is 0 (non-inhibitor). (5) The molecule is Cc1cccc(N2CCN(C(=O)CCCn3c(=S)[nH]c4cc5c(cc4c3=O)OCO5)CC2)c1C. The result is 1 (inhibitor). (6) The compound is Cc1c(NC(=O)/C(=C\c2ccccc2)NC(=O)c2ccccc2)c(=O)n(-c2ccccc2)n1C. The result is 1 (inhibitor).